Dataset: Catalyst prediction with 721,799 reactions and 888 catalyst types from USPTO. Task: Predict which catalyst facilitates the given reaction. (1) Reactant: C[Si](C)(C)[N-][Si](C)(C)C.[Li+].[CH2:11]([NH:18][C:19]([C:21]1[S:25][CH:24]=[N:23][C:22]=1[CH3:26])=[O:20])[C:12]1[CH:17]=[CH:16][CH:15]=[CH:14][CH:13]=1.[I:27]I. Product: [CH2:11]([NH:18][C:19]([C:21]1[S:25][C:24]([I:27])=[N:23][C:22]=1[CH3:26])=[O:20])[C:12]1[CH:13]=[CH:14][CH:15]=[CH:16][CH:17]=1. The catalyst class is: 7. (2) Reactant: [Cl:1][C:2]1[CH:3]=[C:4]([NH:11][S:12]([C:15]2[CH:20]=[CH:19][C:18]([Cl:21])=[C:17]([C:22]([F:25])([F:24])[F:23])[CH:16]=2)(=[O:14])=[O:13])[C:5]([C:8](O)=[O:9])=[N:6][CH:7]=1.[O:26]1[CH2:31][CH2:30][NH:29][C:28]2[N:32]=[CH:33][CH:34]=[CH:35][C:27]1=2.C(P1(=O)OP(CCC)(=O)OP(CCC)(=O)O1)CC. Product: [Cl:21][C:18]1[CH:19]=[CH:20][C:15]([S:12]([NH:11][C:4]2[C:5]([C:8]([N:29]3[CH2:30][CH2:31][O:26][C:27]4[CH:35]=[CH:34][CH:33]=[N:32][C:28]3=4)=[O:9])=[N:6][CH:7]=[C:2]([Cl:1])[CH:3]=2)(=[O:13])=[O:14])=[CH:16][C:17]=1[C:22]([F:24])([F:23])[F:25]. The catalyst class is: 424.